Dataset: Drug-target binding data from BindingDB using Kd measurements. Task: Regression. Given a target protein amino acid sequence and a drug SMILES string, predict the binding affinity score between them. We predict pKd (pKd = -log10(Kd in M); higher means stronger binding). Dataset: bindingdb_kd. (1) The target protein (P02752) has sequence MLRFAITLFAVITSSTCQQYGCLEGDTHKANPSPEPNMHECTLYSESSCCYANFTEQLAHSPIIKVSNSYWNRCGQLSKSCEDFTKKIECFYRCSPHAARWIDPRYTAAIQSVPLCQSFCDDWYEACKDDSICAHNWLTDWERDESGENHCKSKCVPYSEMYANGTDMCQSMWGESFKVSESSCLCLQMNKKDMVAIKHLLSESSEESSSMSSSEEHACQKKLLKFEALQQEEGEERR. The compound is Cc1cc2nc3c(=O)[nH]c(=O)nc-3n(C[C@H](O)[C@H](O)[C@H](O)CO)c2cc1C. The pKd is 8.2. (2) The small molecule is CC[C@H](NC(=O)[C@H](Cc1ccccc1)NC(=O)c1ccc(Br)cc1)C(=O)N[C@@H](Cc1ccc(O)cc1)C(=O)N[C@@H](CCCC[N+](C)(C)C)C(=O)N[C@@H](CO)C(=O)N[C@@H](CCC(=O)O)C(=O)N[C@@H](CCCCNC(=S)Nc1ccc(-c2c3ccc(=O)cc-3oc3cc(O)ccc23)c(C(=O)O)c1)C(N)=O. The target protein (Q14781) has sequence MEELSSVGEQVFAAECILSKRLRKGKLEYLVKWRGWSSKHNSWEPEENILDPRLLLAFQKKEHEKEVQNRKRGKRPRGRPRKLTAMSSCSRRSKLKEPDAPSKSKSSSSSSSSTSSSSSSDEEDDSDLDAKRGPRGRETHPVPQKKAQILVAKPELKDPIRKKRGRKPLPPEQKATRRPVSLAKVLKTARKDLGAPASKLPPPLSAPVAGLAALKAHAKEACGGPSAMATPENLASLMKGMASSPGRGGISWQSSIVHYMNRMTQSQAQAASRLALKAQATNKCGLGLDLKVRTQKGELGMSPPGSKIPKAPSGGAVEQKVGNTGGPPHTHGASRVPAGCPGPQPAPTQELSLQVLDLQSVKNGMPGVGLLARHATATKGVPATNPAPGKGTGSGLIGASGATMPTDTSKSEKLASRAVAPPTPASKRDCVKGSATPSGQESRTAPGEARKAATLPEMSAGEESSSSDSDPDSASPPSTGQNPSVSVQTSQDWKPTRSLI.... The pKd is 5.8. (3) The compound is CC[C@@H]1C(=O)N(C)c2cnc(Nc3ccc(C(=O)NC4CCN(C)CC4)cc3OC)nc2N1C1CCCC1. The target protein (Q13873) has sequence MTSSLQRPWRVPWLPWTILLVSTAAASQNQERLCAFKDPYQQDLGIGESRISHENGTILCSKGSTCYGLWEKSKGDINLVKQGCWSHIGDPQECHYEECVVTTTPPSIQNGTYRFCCCSTDLCNVNFTENFPPPDTTPLSPPHSFNRDETIIIALASVSVLAVLIVALCFGYRMLTGDRKQGLHSMNMMEAAASEPSLDLDNLKLLELIGRGRYGAVYKGSLDERPVAVKVFSFANRQNFINEKNIYRVPLMEHDNIARFIVGDERVTADGRMEYLLVMEYYPNGSLCKYLSLHTSDWVSSCRLAHSVTRGLAYLHTELPRGDHYKPAISHRDLNSRNVLVKNDGTCVISDFGLSMRLTGNRLVRPGEEDNAAISEVGTIRYMAPEVLEGAVNLRDCESALKQVDMYALGLIYWEIFMRCTDLFPGESVPEYQMAFQTEVGNHPTFEDMQVLVSREKQRPKFPEAWKENSLAVRSLKETIEDCWDQDAEARLTAQCAEER.... The pKd is 5.0. (4) The target protein sequence is SKRSSDPSPAGDNEIERVFVWDLDETIIIFHSLLTGTFASRYGKDTTTSVRIGLMMEEMIFNLADTHLFFNDLEDCDQIHVDDVSSDDNGQDLSTYNFSADGFHSSAPGANLCLGSGVHGGVDWMRKLAFRYRRVKEMYNTYKNNVGGLIGTPKRETWLQLRAELEALTDLWLTHSLKALNLINSRPNCVNVLVTTTQLIPALAKVLLYGLGSVFPIENIYSATKTGKESCFERIMQRFGRKAVYVVIGDGVEEEQGAKKHNMPFWRISCHADLEALRHALELEYL. The pKd is 6.1. The small molecule is O=C(N/N=C/c1ccc(Sc2ccccn2)o1)c1cccc(F)c1. (5) The compound is COCCOCOc1ccc2c(c1)[C@H](NC(=O)c1ccccc1)[C@@H](O)[C@H](CC(=O)O)N2C(=O)OCC[Si](C)(C)C. The target protein (Q61337) has sequence MGTPKQPSLAPAHALGLRKSDPGIRSLGSDAGGRRWRPAAQSMFQIPEFEPSEQEDASATDRGLGPSLTEDQPGPYLAPGLLGSNIHQQGRAATNSHHGGAGAMETRSRHSSYPAGTEEDEGMEEELSPFRGRSRSAPPNLWAAQRYGRELRRMSDEFEGSFKGLPRPKSAGTATQMRQSAGWTRIIQSWWDRNLGKGGSTPSQ. The pKd is 3.5. (6) The small molecule is CC(=O)N[C@@H](CC(=O)O)C(=O)N[C@@H](Cc1ccccc1)C(=O)N[C@H](C(=O)N[C@@H](C)C(=O)N[C@@H](CC(=O)O)C(=O)N[C@@H](CC(=O)O)C(=O)N[C@@H](CC(C)C)C(=O)N[C@@H](CCC(=O)O)C(=O)N[C@@H](CCC(=O)O)C(=O)N[C@@H](CC(C)C)C(=O)N[C@@H](CC(=O)O)C(=O)N[C@@H](C)C(=O)N[C@@H](CC(C)C)C(=O)N[C@@H](C)C(=O)N[C@@H](CO)C(N)=O)[C@@H](C)O. The target protein (P27694) has sequence MVGQLSEGAIAAIMQKGDTNIKPILQVINIRPITTGNSPPRYRLLMSDGLNTLSSFMLATQLNPLVEEEQLSSNCVCQIHRFIVNTLKDGRRVVILMELEVLKSAEAVGVKIGNPVPYNEGLGQPQVAPPAPAASPAASSRPQPQNGSSGMGSTVSKAYGASKTFGKAAGPSLSHTSGGTQSKVVPIASLTPYQSKWTICARVTNKSQIRTWSNSRGEGKLFSLELVDESGEIRATAFNEQVDKFFPLIEVNKVYYFSKGTLKIANKQFTAVKNDYEMTFNNETSVMPCEDDHHLPTVQFDFTGIDDLENKSKDSLVDIIGICKSYEDATKITVRSNNREVAKRNIYLMDTSGKVVTATLWGEDADKFDGSRQPVLAIKGARVSDFGGRSLSVLSSSTIIANPDIPEAYKLRGWFDAEGQALDGVSISDLKSGGVGGSNTNWKTLYEVKSENLGQGDKPDYFSSVATVVYLRKENCMYQACPTQDCNKKVIDQQNGLYRC.... The pKd is 4.8. (7) The small molecule is CC[C@H](C)[C@H](NC(=O)[C@H](CCC(N)=O)NC(=O)[C@H](CCC(N)=O)NC(=O)[C@@H]1CCCN1C(=O)[C@@H]1CCCN1C(=O)[C@H](CO)NC(=O)[C@H](CCSC)NC(=O)[C@H](CCCNC(=N)N)NC(=O)[C@@H](NC(=O)[C@@H](NC(=O)[C@H](Cc1ccccc1)NC(=O)[C@@H](N)CS)[C@@H](C)O)[C@@H](C)O)C(=O)N[C@@H](CS)C(=O)O. The target protein sequence is MRKLYCVLLLSAFEFTYMINFGRGQNYWEHPYQNSDVYRPINEHREHPKEYEYPLHQEHTYQQEDSGEDENTLQHAYPIDHEGAEPAPQEQNLFSSIEIVERSNYMGNPWTEYMAKYDIEEVHGSGIRVDLGEDAEVAGTQYRLPSGKCPVFGKGIIIENSNTTFLTPVATGNQYLKDGGFAFPPTEPLMSPMTLDEMRHFYKDNKYVKNLDELTLCSRHAGNMIPDNDKNSNYKYPAVYDDKDKKCHILYIAAQENNGPRYCNKDESKRNSMFCFRPAKDISFQNYTYLSKNVVDNWEKVCPRKNLQNAKFGLWVDGNCEDIPHVNEFPAIDLFECNKLVFELSASDQPKQYEQHLTDYEKIKEGFKNKNASMIKSAFLPTGAFKADRYKSHGKGYNWGNYNTETQKCEIFNVKPTCLINNSSYIATTALSHPIEVENNFPCSLYKDEIMKEIERESKRIKLNDNDDEGNKKIIAPRIFISDDKDSLKCPCDPEMVSNS.... The pKd is 4.4.